The task is: Predict the product of the given reaction.. This data is from Forward reaction prediction with 1.9M reactions from USPTO patents (1976-2016). (1) The product is: [CH2:38]([N:37]([CH3:36])[CH2:6][C@H:7]([N:9]1[CH:18]=[CH:17][C:16]2[C:11](=[CH:12][CH:13]=[C:14]([CH3:34])[C:15]=2[NH:19][C:20](=[O:33])[CH2:21][C:22]2[CH:27]=[CH:26][C:25]([C:28]([F:30])([F:31])[F:29])=[C:24]([F:32])[CH:23]=2)[C:10]1=[O:35])[CH3:8])[CH:39]=[CH2:40]. Given the reactants CS(O[CH2:6][C@H:7]([N:9]1[CH:18]=[CH:17][C:16]2[C:11](=[CH:12][CH:13]=[C:14]([CH3:34])[C:15]=2[NH:19][C:20](=[O:33])[CH2:21][C:22]2[CH:27]=[CH:26][C:25]([C:28]([F:31])([F:30])[F:29])=[C:24]([F:32])[CH:23]=2)[C:10]1=[O:35])[CH3:8])(=O)=O.[CH3:36][NH:37][CH2:38][CH:39]=[CH2:40].C(N(CC)CC)C.C(Cl)Cl, predict the reaction product. (2) Given the reactants C([SiH](CC)CC)C.O[CH:9]([C:16]1[S:30][C:19]2[C:20]([CH2:26][CH:27]([CH3:29])[CH3:28])=[N:21][N:22]([CH3:25])[C:23](=[O:24])[C:18]=2[CH:17]=1)[C:10]1[CH:15]=[CH:14][CH:13]=[CH:12][CH:11]=1.C(=O)([O-])O.[Na+], predict the reaction product. The product is: [CH3:25][N:22]1[C:23](=[O:24])[C:18]2[CH:17]=[C:16]([CH2:9][C:10]3[CH:15]=[CH:14][CH:13]=[CH:12][CH:11]=3)[S:30][C:19]=2[C:20]([CH2:26][CH:27]([CH3:29])[CH3:28])=[N:21]1.